From a dataset of hERG potassium channel inhibition data for cardiac toxicity prediction from Karim et al.. Regression/Classification. Given a drug SMILES string, predict its toxicity properties. Task type varies by dataset: regression for continuous values (e.g., LD50, hERG inhibition percentage) or binary classification for toxic/non-toxic outcomes (e.g., AMES mutagenicity, cardiotoxicity, hepatotoxicity). Dataset: herg_karim. (1) The molecule is COc1cccc(-c2cccc(C3(C)N=C(N)CCS3)c2)c1. The result is 0 (non-blocker). (2) The result is 0 (non-blocker). The compound is CN(CC(=O)NC1CC1)C(=O)c1ccc2c(c1)c1c(n2C)CCC(C2CCOCC2)C1. (3) The molecule is Cn1c(CCCCN2CC3C[C@]3(c3ccc(C(F)(F)F)cc3)C2)nnc1C(C)(C)C. The result is 1 (blocker).